From a dataset of Reaction yield outcomes from USPTO patents with 853,638 reactions. Predict the reaction yield, written as a fraction of the theoretical maximum amount of product (1.0 means a 100% yield; for example, 0.34 means a 34% yield). (1) The reactants are [CH2:1]([O:8][C@@H:9]([C@H:12]([C@@H:21]([CH2:23][O:24][CH2:25][C:26]1[CH:31]=[CH:30][CH:29]=[CH:28][CH:27]=1)[OH:22])[O:13][CH2:14][C:15]1[CH:20]=[CH:19][CH:18]=[CH:17][CH:16]=1)[CH2:10][OH:11])[C:2]1[CH:7]=[CH:6][CH:5]=[CH:4][CH:3]=1.N1C=CN=C1.[CH3:37][C:38]([Si:41](Cl)([CH3:43])[CH3:42])([CH3:40])[CH3:39]. The catalyst is CN(C=O)C. The product is [CH2:1]([O:8][C@@H:9]([C@H:12]([C@@H:21]([CH2:23][O:24][CH2:25][C:26]1[CH:27]=[CH:28][CH:29]=[CH:30][CH:31]=1)[OH:22])[O:13][CH2:14][C:15]1[CH:16]=[CH:17][CH:18]=[CH:19][CH:20]=1)[CH2:10][O:11][Si:41]([C:38]([CH3:40])([CH3:39])[CH3:37])([CH3:43])[CH3:42])[C:2]1[CH:7]=[CH:6][CH:5]=[CH:4][CH:3]=1. The yield is 0.930. (2) The product is [Cl:1][C:2]1[CH:7]=[C:6]([C:8]([F:18])([CH3:10])[CH3:9])[CH:5]=[CH:4][N:3]=1. The catalyst is ClCCl.O. The yield is 0.660. The reactants are [Cl:1][C:2]1[CH:7]=[C:6]([C:8](O)([CH3:10])[CH3:9])[CH:5]=[CH:4][N:3]=1.C(N(S(F)(F)[F:18])CC)C.C(=O)([O-])O.[Na+]. (3) The reactants are [NH:1]([CH2:3][CH2:4][OH:5])[NH2:2].[Cl:6][C:7]1[CH:12]=[CH:11][C:10]([CH:13]2[N:17]([C:18]3[CH:23]=[C:22]([CH3:24])[C:21](=[O:25])[N:20]([CH3:26])[CH:19]=3)[C:16](=[O:27])[C:15](=O)[CH:14]2[C:29](=O)[CH2:30][CH3:31])=[CH:9][CH:8]=1.CC(O)=O.S(=O)(=O)(O)N. The catalyst is CO. The product is [Cl:6][C:7]1[CH:12]=[CH:11][C:10]([CH:13]2[C:14]3[C:29]([CH2:30][CH3:31])=[N:2][N:1]([CH2:3][CH2:4][OH:5])[C:15]=3[C:16](=[O:27])[N:17]2[C:18]2[CH:23]=[C:22]([CH3:24])[C:21](=[O:25])[N:20]([CH3:26])[CH:19]=2)=[CH:9][CH:8]=1. The yield is 0.450. (4) The reactants are [C:1]([C:5]1[C:6]([O:35][CH3:36])=[C:7]([CH:24]=[C:25]([N:27]2[CH:32]=[CH:31][C:30](=[O:33])[NH:29][C:28]2=[O:34])[CH:26]=1)/[CH:8]=[CH:9]/[C:10]1[CH:18]=[CH:17][C:16]([NH:19][S:20]([CH3:23])(=[O:22])=[O:21])=[CH:15][C:11]=1[C:12](Cl)=[O:13])([CH3:4])([CH3:3])[CH3:2].[H-].C(O[Al+2])(C)(C)C.[Li+].[H-].[H-]. The catalyst is C1COCC1. The product is [C:1]([C:5]1[C:6]([O:35][CH3:36])=[C:7]([CH:24]=[C:25]([N:27]2[CH:32]=[CH:31][C:30](=[O:33])[NH:29][C:28]2=[O:34])[CH:26]=1)/[CH:8]=[CH:9]/[C:10]1[CH:18]=[CH:17][C:16]([NH:19][S:20]([CH3:23])(=[O:21])=[O:22])=[CH:15][C:11]=1[CH2:12][OH:13])([CH3:4])([CH3:2])[CH3:3]. The yield is 0.630. (5) The reactants are C1(=O)CCCC1.O[C:8]1([C:13]2[CH:18]=[CH:17][CH:16]=[CH:15][CH:14]=2)[CH2:12][CH2:11][CH2:10][CH2:9]1. No catalyst specified. The product is [C:13]1([C:8]2[CH2:12][CH2:11][CH2:10][CH:9]=2)[CH:18]=[CH:17][CH:16]=[CH:15][CH:14]=1. The yield is 0.900.